This data is from Forward reaction prediction with 1.9M reactions from USPTO patents (1976-2016). The task is: Predict the product of the given reaction. (1) Given the reactants [CH2:1]([N:3]([CH2:12][CH3:13])[C:4]1[CH:11]=[CH:10][C:7]([C:8]#[N:9])=[CH:6][CH:5]=1)[CH3:2].P12(SP3(SP(SP(S3)(S1)=S)(=S)S2)=S)=[S:15], predict the reaction product. The product is: [CH2:12]([N:3]([CH2:1][CH3:2])[C:4]1[CH:11]=[CH:10][C:7]([C:8]([NH2:9])=[S:15])=[CH:6][CH:5]=1)[CH3:13]. (2) Given the reactants [CH3:1][C:2]1[O:3][C:4]2[C:9]([C:10](=[O:12])[CH:11]=1)=[CH:8][CH:7]=[CH:6][C:5]=2[CH:13]=O.[O:15]=[C:16]([CH3:22])[CH2:17][C:18]([O:20][CH3:21])=[O:19].C(O)(=O)C.N1CCCCC1, predict the reaction product. The product is: [CH3:1][C:2]1[O:3][C:4]2[C:9]([C:10](=[O:12])[CH:11]=1)=[CH:8][CH:7]=[CH:6][C:5]=2[CH:13]=[C:17]([C:16](=[O:15])[CH3:22])[C:18]([O:20][CH3:21])=[O:19]. (3) Given the reactants [C:1]([C:3]1[CH:4]=[C:5]([CH:12]=[C:13]([C:15]([F:18])([F:17])[F:16])[CH:14]=1)[C:6](N(OC)C)=[O:7])#[N:2].[CH3:19][Mg]Br.Cl, predict the reaction product. The product is: [C:6]([C:5]1[CH:4]=[C:3]([CH:14]=[C:13]([C:15]([F:18])([F:17])[F:16])[CH:12]=1)[C:1]#[N:2])(=[O:7])[CH3:19]. (4) The product is: [CH3:24][O:23][C:3]1[C:4]2[O:12][C:7]3([CH2:11][CH2:10][CH2:9][CH2:8]3)[CH2:6][C:5]=2[C:13]([C:15]#[C:16][C:17]2[CH:18]=[CH:19][N:20]=[CH:21][CH:22]=2)=[CH:14][CH:2]=1. Given the reactants Br[C:2]1[CH:14]=[C:13]([C:15]#[C:16][C:17]2[CH:22]=[CH:21][N:20]=[CH:19][CH:18]=2)[C:5]2[CH2:6][C:7]3([O:12][C:4]=2[C:3]=1[O:23][CH3:24])[CH2:11][CH2:10][CH2:9][CH2:8]3.C([Li])CCC.O, predict the reaction product.